Dataset: Catalyst prediction with 721,799 reactions and 888 catalyst types from USPTO. Task: Predict which catalyst facilitates the given reaction. (1) Reactant: [CH:1]1([N:6]2[CH2:11][CH2:10][N:9]([C:12]([C:14]3[CH:15]=[C:16]4[C:20](=[CH:21][CH:22]=3)[NH:19][C:18]([C:23]([N:25]3[CH2:30][CH2:29][S:28](=[O:32])(=[O:31])[CH2:27][CH2:26]3)=[O:24])=[CH:17]4)=[O:13])[CH2:8][CH2:7]2)[CH2:5][CH2:4][CH2:3][CH2:2]1.[F:33][C:34]([F:45])([F:44])[C:35]1[CH:36]=[C:37](B(O)O)[CH:38]=[CH:39][CH:40]=1.N1C=CC=CC=1. Product: [CH:1]1([N:6]2[CH2:7][CH2:8][N:9]([C:12]([C:14]3[CH:15]=[C:16]4[C:20](=[CH:21][CH:22]=3)[N:19]([C:39]3[CH:38]=[CH:37][CH:36]=[C:35]([C:34]([F:45])([F:44])[F:33])[CH:40]=3)[C:18]([C:23]([N:25]3[CH2:30][CH2:29][S:28](=[O:31])(=[O:32])[CH2:27][CH2:26]3)=[O:24])=[CH:17]4)=[O:13])[CH2:10][CH2:11]2)[CH2:2][CH2:3][CH2:4][CH2:5]1. The catalyst class is: 221. (2) Reactant: Cl[C:2]([O:4][C:5]1[CH:10]=[CH:9][CH:8]=[CH:7][CH:6]=1)=[O:3].[NH2:11][C:12]1[CH:13]=[C:14]([NH:22][S:23]([CH3:26])(=[O:25])=[O:24])[CH:15]=[C:16]([C:18]([CH3:21])([CH3:20])[CH3:19])[CH:17]=1.C([O-])(O)=O.[Na+]. Product: [C:18]([C:16]1[CH:17]=[C:12]([NH:11][C:2](=[O:3])[O:4][C:5]2[CH:10]=[CH:9][CH:8]=[CH:7][CH:6]=2)[CH:13]=[C:14]([NH:22][S:23]([CH3:26])(=[O:24])=[O:25])[CH:15]=1)([CH3:21])([CH3:19])[CH3:20]. The catalyst class is: 76. (3) Reactant: Br[CH2:2][C:3]1[CH:8]=[C:7]([C:9]23[CH2:16][CH2:15][C:12]([CH:17]([F:19])[F:18])([CH2:13][CH2:14]2)[CH2:11][CH2:10]3)[N:6]=[CH:5][N:4]=1.[K][N:21]1[C:29](=[O:30])[C:28]2[C:23](=[CH:24][CH:25]=[CH:26][CH:27]=2)[C:22]1=[O:31]. Product: [F:18][CH:17]([F:19])[C:12]12[CH2:15][CH2:16][C:9]([C:7]3[N:6]=[CH:5][N:4]=[C:3]([CH2:2][N:21]4[C:29](=[O:30])[C:28]5[C:23](=[CH:24][CH:25]=[CH:26][CH:27]=5)[C:22]4=[O:31])[CH:8]=3)([CH2:14][CH2:13]1)[CH2:10][CH2:11]2. The catalyst class is: 35. (4) Reactant: [CH:1]1([NH:4][C:5](=[O:16])[C:6]2[CH:11]=[CH:10][C:9]([CH3:12])=[C:8]([N+:13]([O-:15])=[O:14])[CH:7]=2)[CH2:3][CH2:2]1.C[Si]([N-][Si](C)(C)C)(C)C.[Li+].[C:27](Cl)(=[O:31])[O:28][CH2:29][Cl:30]. Product: [CH:1]1([N:4]([C:5](=[O:16])[C:6]2[CH:11]=[CH:10][C:9]([CH3:12])=[C:8]([N+:13]([O-:15])=[O:14])[CH:7]=2)[C:27](=[O:31])[O:28][CH2:29][Cl:30])[CH2:3][CH2:2]1. The catalyst class is: 1. (5) Reactant: [CH3:1][C:2]1[N:3]([C:8]2[CH:12]=[CH:11][N:10]([C:13]3[CH:18]=[CH:17][C:16]([F:19])=[CH:15][CH:14]=3)[N:9]=2)[C:4]([CH3:7])=[CH:5][CH:6]=1.C([Li])CCC.[I:25]I.S([O-])([O-])=O.[Na+].[Na+]. The catalyst class is: 7. Product: [CH3:1][C:2]1[N:3]([C:8]2[CH:12]=[C:11]([I:25])[N:10]([C:13]3[CH:18]=[CH:17][C:16]([F:19])=[CH:15][CH:14]=3)[N:9]=2)[C:4]([CH3:7])=[CH:5][CH:6]=1. (6) Reactant: [CH2:1]([N:8]1[CH2:14][CH:13]2[C:15](=O)[CH:10]([CH2:11][CH2:12]2)[CH2:9]1)[C:2]1[CH:7]=[CH:6][CH:5]=[CH:4][CH:3]=1.C(O)C.Cl.[NH2:21][OH:22]. Product: [CH2:1]([N:8]1[CH2:14][CH:13]2[C:15](=[N:21][OH:22])[CH:10]([CH2:11][CH2:12]2)[CH2:9]1)[C:2]1[CH:7]=[CH:6][CH:5]=[CH:4][CH:3]=1. The catalyst class is: 17. (7) Reactant: Cl.OCC[N:5]1[C:9]2[CH:10]=[C:11]([C:14]3[CH:19]=[CH:18][C:17]([C:20]([N:22]4[CH2:27][CH2:26][NH:25][CH2:24][CH2:23]4)=[O:21])=[CH:16][CH:15]=3)[CH:12]=[CH:13][C:8]=2[N:7]=[CH:6]1.[OH:28][C:29]1([C:32]([OH:34])=O)[CH2:31][CH2:30]1.CN(C([O:42]N1N=NC2C=CC=CC1=2)=[N+](C)C)C.F[P-](F)(F)(F)(F)F.CCN([CH:65]([CH3:67])C)C(C)C. Product: [OH:28][C:29]1([C:32]([N:25]2[CH2:26][CH2:27][N:22]([C:20]([C:17]3[CH:16]=[CH:15][C:14]([C:11]4[CH:12]=[CH:13][C:8]5[N:7]([CH2:67][CH2:65][OH:42])[CH:6]=[N:5][C:9]=5[CH:10]=4)=[CH:19][CH:18]=3)=[O:21])[CH2:23][CH2:24]2)=[O:34])[CH2:31][CH2:30]1. The catalyst class is: 9. (8) Reactant: Cl[C:2]1[C:7]([CH:8]=O)=[C:6]([Cl:10])[N:5]=[C:4]([S:11][CH3:12])[N:3]=1.C(N(CC)CC)C.[F:20][C:21]1[CH:27]=[C:26]([F:28])[CH:25]=[CH:24][C:22]=1[NH2:23].F[C:30](F)(F)[CH2:31][O:32]P(CC(OC)=O)(OCC(F)(F)F)=O. Product: [Cl:10][C:6]1[C:7]2[CH:8]=[CH:30][C:31](=[O:32])[N:23]([C:22]3[CH:24]=[CH:25][C:26]([F:28])=[CH:27][C:21]=3[F:20])[C:2]=2[N:3]=[C:4]([S:11][CH3:12])[N:5]=1. The catalyst class is: 76. (9) Reactant: [NH2:1][C:2]1[C:7]([C:8]2[CH:13]=[CH:12][C:11]([OH:14])=[CH:10][CH:9]=2)=[C:6]([CH2:15][CH3:16])[C:5]([C:17]2[CH:22]=[CH:21][C:20]([O:23]C)=[CH:19][C:18]=2[F:25])=[CH:4][N:3]=1.B(Br)(Br)Br. Product: [NH2:1][C:2]1[N:3]=[CH:4][C:5]([C:17]2[CH:22]=[CH:21][C:20]([OH:23])=[CH:19][C:18]=2[F:25])=[C:6]([CH2:15][CH3:16])[C:7]=1[C:8]1[CH:9]=[CH:10][C:11]([OH:14])=[CH:12][CH:13]=1. The catalyst class is: 2. (10) Reactant: [CH:1]1([C:7]([CH3:12])([CH3:11])[C:8]([OH:10])=O)[CH2:6][CH2:5][CH2:4][CH2:3][CH2:2]1.C(Cl)(=O)C(Cl)=O.Cl.[NH2:20][CH2:21][C:22]([C:24]1[CH:28]=[CH:27][S:26][CH:25]=1)=[O:23].C(N(CC)CC)C. Product: [CH:1]1([C:7]([CH3:12])([CH3:11])[C:8]([NH:20][CH2:21][C:22](=[O:23])[C:24]2[CH:28]=[CH:27][S:26][CH:25]=2)=[O:10])[CH2:2][CH2:3][CH2:4][CH2:5][CH2:6]1. The catalyst class is: 59.